From a dataset of Catalyst prediction with 721,799 reactions and 888 catalyst types from USPTO. Predict which catalyst facilitates the given reaction. (1) Reactant: [Cl:1][C:2]1[CH:11]=[C:10]2[C:5]([CH2:6][CH2:7][NH:8][C:9]2=[O:12])=[CH:4][C:3]=1[O:13][CH3:14].[CH:15]1([C:18]2[CH:23]=[CH:22][N:21]=[CH:20][C:19]=2I)[CH2:17][CH2:16]1.P([O-])([O-])([O-])=O.[K+].[K+].[K+]. Product: [Cl:1][C:2]1[CH:11]=[C:10]2[C:5]([CH2:6][CH2:7][N:8]([C:19]3[CH:20]=[N:21][CH:22]=[CH:23][C:18]=3[CH:15]3[CH2:17][CH2:16]3)[C:9]2=[O:12])=[CH:4][C:3]=1[O:13][CH3:14]. The catalyst class is: 246. (2) Reactant: C1(P(C2CCCCC2)C2C=CC=CC=2C2C(OC)=CC=CC=2OC)CCCCC1.C([Zn][C:33]#[N:34])#N.Cl[C:36]1[CH:37]=[C:38]([O:46][CH3:47])[C:39]([C:42]([O:44][CH3:45])=[O:43])=[N:40][CH:41]=1. Product: [C:41]([C:36]1[CH:37]=[C:38]([O:46][CH3:47])[C:39]([C:42]([O:44][CH3:45])=[O:43])=[N:34][CH:33]=1)#[N:40]. The catalyst class is: 533. (3) Reactant: [CH2:1]([O:3][C:4]([CH:6]1[CH2:11][CH2:10][CH:9]([OH:12])[CH2:8][CH2:7]1)=[O:5])[CH3:2].C1(P(C2C=CC=CC=2)C2C=CC=CC=2)C=CC=CC=1.[F:32][C:33]1[CH:38]=[CH:37][CH:36]=[C:35]([F:39])[C:34]=1O.N(C(OCC)=O)=NC(OCC)=O. Product: [CH2:1]([O:3][C:4]([CH:6]1[CH2:11][CH2:10][CH:9]([O:12][C:34]2[C:33]([F:32])=[CH:38][CH:37]=[CH:36][C:35]=2[F:39])[CH2:8][CH2:7]1)=[O:5])[CH3:2]. The catalyst class is: 11. (4) Reactant: Cl[C:2]1([CH3:24])[CH:23]=[CH:22][C:5]([S:6]([N:9]2[C:13]3=[N:14][CH:15]=[C:16]([C:18]([O:20][CH3:21])=[O:19])[CH:17]=[C:12]3[CH:11]=[CH:10]2)(=[O:8])=[O:7])=[CH:4][CH2:3]1.[NH2:25][C@H:26]1[CH2:31][CH2:30][CH2:29][CH2:28][N:27]1[C:32](=[O:43])[CH2:33][NH:34][C:35]1[CH:40]=[C:39]([Cl:41])[CH:38]=[C:37]([Cl:42])[CH:36]=1.CC1(C)C2C(=C(P(C3C=CC=CC=3)C3C=CC=CC=3)C=CC=2)OC2C(P(C3C=CC=CC=3)C3C=CC=CC=3)=CC=CC1=2.C([O-])([O-])=O.[Cs+].[Cs+]. Product: [Cl:41][C:39]1[CH:40]=[C:35]([NH:34][CH2:33][C:32]([N:27]2[CH2:28][CH2:29][CH2:30][CH2:31][C@@H:26]2[NH:25][C:17]2[C:16]([C:18]([O:20][CH3:21])=[O:19])=[CH:15][N:14]=[C:13]3[N:9]([S:6]([C:5]4[CH:4]=[CH:3][C:2]([CH3:24])=[CH:23][CH:22]=4)(=[O:7])=[O:8])[CH:10]=[CH:11][C:12]=23)=[O:43])[CH:36]=[C:37]([Cl:42])[CH:38]=1. The catalyst class is: 318. (5) Reactant: [NH2:1][C:2]1[CH:3]=[C:4]2[C:13](=[CH:14][C:15]=1[O:16][C:17]1[CH:22]=[CH:21][CH:20]=[CH:19][CH:18]=1)[O:12][CH2:11][C:10]1[N:5]2[CH:6]([CH3:24])[C:7](=[O:23])[NH:8][N:9]=1.N[CH:26]1[CH2:29][N:28]([C:30]([O:32][C:33]([CH3:36])([CH3:35])[CH3:34])=[O:31])[CH2:27]1.C([BH3-])#N.[Na+]. Product: [C:33]([O:32][C:30]([N:28]1[CH2:29][CH:26]([NH:1][C:2]2[CH:3]=[C:4]3[C:13](=[CH:14][C:15]=2[O:16][C:17]2[CH:22]=[CH:21][CH:20]=[CH:19][CH:18]=2)[O:12][CH2:11][C:10]2[N:5]3[CH:6]([CH3:24])[C:7](=[O:23])[NH:8][N:9]=2)[CH2:27]1)=[O:31])([CH3:36])([CH3:34])[CH3:35]. The catalyst class is: 467.